Dataset: NCI-60 drug combinations with 297,098 pairs across 59 cell lines. Task: Regression. Given two drug SMILES strings and cell line genomic features, predict the synergy score measuring deviation from expected non-interaction effect. (1) Drug 1: CNC(=O)C1=CC=CC=C1SC2=CC3=C(C=C2)C(=NN3)C=CC4=CC=CC=N4. Drug 2: C1CC(=O)NC(=O)C1N2C(=O)C3=CC=CC=C3C2=O. Cell line: SK-MEL-28. Synergy scores: CSS=0.0745, Synergy_ZIP=1.42, Synergy_Bliss=0.951, Synergy_Loewe=-2.37, Synergy_HSA=-2.48. (2) Drug 1: CS(=O)(=O)C1=CC(=C(C=C1)C(=O)NC2=CC(=C(C=C2)Cl)C3=CC=CC=N3)Cl. Drug 2: CC1C(C(=O)NC(C(=O)N2CCCC2C(=O)N(CC(=O)N(C(C(=O)O1)C(C)C)C)C)C(C)C)NC(=O)C3=C4C(=C(C=C3)C)OC5=C(C(=O)C(=C(C5=N4)C(=O)NC6C(OC(=O)C(N(C(=O)CN(C(=O)C7CCCN7C(=O)C(NC6=O)C(C)C)C)C)C(C)C)C)N)C. Cell line: OVCAR-4. Synergy scores: CSS=4.26, Synergy_ZIP=2.86, Synergy_Bliss=4.78, Synergy_Loewe=3.91, Synergy_HSA=3.44. (3) Synergy scores: CSS=41.4, Synergy_ZIP=1.23, Synergy_Bliss=2.13, Synergy_Loewe=-0.992, Synergy_HSA=6.94. Cell line: HCT116. Drug 1: CC1=C2C(C(=O)C3(C(CC4C(C3C(C(C2(C)C)(CC1OC(=O)C(C(C5=CC=CC=C5)NC(=O)OC(C)(C)C)O)O)OC(=O)C6=CC=CC=C6)(CO4)OC(=O)C)O)C)O. Drug 2: CC1CCC2CC(C(=CC=CC=CC(CC(C(=O)C(C(C(=CC(C(=O)CC(OC(=O)C3CCCCN3C(=O)C(=O)C1(O2)O)C(C)CC4CCC(C(C4)OC)OCCO)C)C)O)OC)C)C)C)OC. (4) Drug 1: CCC(=C(C1=CC=CC=C1)C2=CC=C(C=C2)OCCN(C)C)C3=CC=CC=C3.C(C(=O)O)C(CC(=O)O)(C(=O)O)O. Drug 2: COC1=C2C(=CC3=C1OC=C3)C=CC(=O)O2. Cell line: MDA-MB-435. Synergy scores: CSS=2.17, Synergy_ZIP=0.484, Synergy_Bliss=0.710, Synergy_Loewe=-2.63, Synergy_HSA=-2.42.